This data is from Full USPTO retrosynthesis dataset with 1.9M reactions from patents (1976-2016). The task is: Predict the reactants needed to synthesize the given product. (1) The reactants are: [F:1][C:2]1[C:11]([F:12])=[C:10]2[C:5]([CH:6]=[C:7](I)[CH:8]=[N:9]2)=[CH:4][CH:3]=1.[F:14][C:15]1[CH:20]=[CH:19][CH:18]=[C:17]([OH:21])[C:16]=1[C:22]([CH3:27])([CH3:26])[C:23](=[O:25])[CH3:24].C(=O)([O-])[O-].[Cs+].[Cs+].C(CC(=O)C(C)(C)C)(=O)C(C)(C)C. Given the product [F:1][C:2]1[C:11]([F:12])=[C:10]2[C:5]([CH:6]=[C:7]([O:21][C:17]3[CH:18]=[CH:19][CH:20]=[C:15]([F:14])[C:16]=3[C:22]([CH3:27])([CH3:26])[C:23](=[O:25])[CH3:24])[CH:8]=[N:9]2)=[CH:4][CH:3]=1, predict the reactants needed to synthesize it. (2) Given the product [Cl:1][C:2]1[C:10]2[N:9]=[C:8]3[N:11]([C:12]4[C:17]([CH3:18])=[CH:16][C:15]([N:19]([CH3:21])[CH3:20])=[N:14][CH:13]=4)[CH2:25][CH2:24][CH2:23][CH2:22][N:7]3[C:6]=2[C:5]([CH:27]([CH2:30][CH3:31])[CH2:28][CH3:29])=[CH:4][CH:3]=1, predict the reactants needed to synthesize it. The reactants are: [Cl:1][C:2]1[C:10]2[N:9]=[C:8]([NH:11][C:12]3[CH:13]=[N:14][C:15]([N:19]([CH3:21])[CH3:20])=[CH:16][C:17]=3[CH3:18])[N:7]([CH2:22][CH2:23][CH2:24][CH2:25]O)[C:6]=2[C:5]([CH:27]([CH2:30][CH3:31])[CH2:28][CH3:29])=[CH:4][CH:3]=1.CS(Cl)(=O)=O.C(=O)(O)[O-].[Na+].C(=O)([O-])[O-].[K+].[K+].